Dataset: Forward reaction prediction with 1.9M reactions from USPTO patents (1976-2016). Task: Predict the product of the given reaction. (1) Given the reactants [H-].[Na+].[C:3]([O:9][CH2:10][CH3:11])(=[O:8])[CH2:4][C:5]([CH3:7])=[O:6].[CH3:12][S:13][C:14]1[CH:21]=[CH:20][C:17]([CH2:18]Br)=[CH:16][CH:15]=1, predict the reaction product. The product is: [CH3:12][S:13][C:14]1[CH:21]=[CH:20][C:17]([CH2:18][CH:4]([C:5](=[O:6])[CH3:7])[C:3]([O:9][CH2:10][CH3:11])=[O:8])=[CH:16][CH:15]=1. (2) Given the reactants Cl.[NH2:2][C:3]1[C:11]([OH:12])=[C:10]2[C:6]([CH2:7][CH2:8][CH:9]2[CH2:13][CH2:14][NH:15][C:16](=[O:18])[CH3:17])=[CH:5][CH:4]=1.[C:19]1([CH2:25][CH2:26][C:27](Cl)=[O:28])[CH:24]=[CH:23][CH:22]=[CH:21][CH:20]=1.O, predict the reaction product. The product is: [C:16]([NH:15][CH2:14][CH2:13][CH:9]1[C:10]2[C:6](=[CH:5][CH:4]=[C:3]([NH:2][C:27](=[O:28])[CH2:26][CH2:25][C:19]3[CH:24]=[CH:23][CH:22]=[CH:21][CH:20]=3)[C:11]=2[OH:12])[CH2:7][CH2:8]1)(=[O:18])[CH3:17]. (3) Given the reactants [Cl:1][C:2]1[CH:10]=[C:9]2[C:5]([CH2:6][C:7](=[O:11])[NH:8]2)=[CH:4][CH:3]=1.[Cl:12][C:13]1[CH:20]=[CH:19][C:18]([C:21]([F:24])([F:23])[F:22])=[CH:17][C:14]=1[CH:15]=O, predict the reaction product. The product is: [Cl:1][C:2]1[CH:10]=[C:9]2[C:5]([C:6](=[CH:15][C:14]3[CH:17]=[C:18]([C:21]([F:22])([F:24])[F:23])[CH:19]=[CH:20][C:13]=3[Cl:12])[C:7](=[O:11])[NH:8]2)=[CH:4][CH:3]=1. (4) The product is: [C:40]([C:39]1[CH:42]=[C:43]([CH3:44])[C:36]([C:5]2[CH:4]=[CH:3][C:2]([F:1])=[C:10]3[C:6]=2[CH2:7][CH2:8][C@H:9]3[O:11][C:12]2[CH:25]=[CH:24][C:15]3[C@H:16]([CH2:19][C:20]([O:22][CH3:23])=[O:21])[CH2:17][O:18][C:14]=3[CH:13]=2)=[C:37]([CH3:45])[CH:38]=1)#[N:41]. Given the reactants [F:1][C:2]1[CH:3]=[CH:4][C:5](B2OC(C)(C)C(C)(C)O2)=[C:6]2[C:10]=1[C@H:9]([O:11][C:12]1[CH:25]=[CH:24][C:15]3[C@H:16]([CH2:19][C:20]([O:22][CH3:23])=[O:21])[CH2:17][O:18][C:14]=3[CH:13]=1)[CH2:8][CH2:7]2.Br[C:36]1[C:43]([CH3:44])=[CH:42][C:39]([C:40]#[N:41])=[CH:38][C:37]=1[CH3:45].[O-]P([O-])([O-])=O.[K+].[K+].[K+].C1(P(C2CCCCC2)C2C=CC=CC=2C2C(OC)=CC=CC=2OC)CCCCC1, predict the reaction product. (5) Given the reactants [ClH:1].[C:2]1([NH:11]C(=O)OC(C)(C)C)[C:7]2[CH2:8][CH2:9][CH2:10][C:6]=2[CH:5]=[CH:4][N:3]=1, predict the reaction product. The product is: [ClH:1].[C:2]1([NH2:11])[C:7]2[CH2:8][CH2:9][CH2:10][C:6]=2[CH:5]=[CH:4][N:3]=1.